This data is from Catalyst prediction with 721,799 reactions and 888 catalyst types from USPTO. The task is: Predict which catalyst facilitates the given reaction. Reactant: [CH3:1][C:2]1[CH:7]=[CH:6][CH:5]=[CH:4][C:3]=1[C:8]1[CH:16]=[CH:15][C:11]([C:12]([NH2:14])=[O:13])=[CH:10][CH:9]=1.[C:17]([Li])([CH3:20])([CH3:19])C.[CH3:22][CH2:23][CH2:24]CC.CN(C)[CH:29]=[O:30]. Product: [CH:17]([N:14]([CH:23]([CH3:24])[CH3:22])[C:12](=[O:13])[C:11]1[CH:10]=[CH:9][C:8]([C:3]2[CH:4]=[CH:5][CH:6]=[CH:7][C:2]=2[CH3:1])=[CH:16][C:15]=1[CH:29]=[O:30])([CH3:20])[CH3:19]. The catalyst class is: 1.